From a dataset of Catalyst prediction with 721,799 reactions and 888 catalyst types from USPTO. Predict which catalyst facilitates the given reaction. (1) Reactant: [CH3:1][O:2][CH2:3][CH2:4][NH:5][C:6]1[CH:14]=[C:13]([C:15]([F:18])([F:17])[F:16])[CH:12]=[CH:11][C:7]=1[C:8]([OH:10])=O.CCN=C=NCCCN(C)C.C1C=CC2N(O)N=NC=2C=1.CCN(C(C)C)C(C)C.[CH3:49][C:50]([NH2:54])([C:52]#[CH:53])[CH3:51]. Product: [CH3:1][O:2][CH2:3][CH2:4][NH:5][C:6]1[CH:14]=[C:13]([C:15]([F:18])([F:17])[F:16])[CH:12]=[CH:11][C:7]=1[C:8]([NH:54][C:50]([CH3:51])([C:52]#[CH:53])[CH3:49])=[O:10]. The catalyst class is: 2. (2) Reactant: [N+:1]([C:4]1[CH:9]=[CH:8][C:7]([C:10]([C:12]2[CH:17]=[CH:16][CH:15]=[CH:14][CH:13]=2)=O)=[CH:6][CH:5]=1)([O-:3])=[O:2].[H-].[Na+]. Product: [C:12]1([C:10]([C:7]2[CH:8]=[CH:9][C:4]([N+:1]([O-:3])=[O:2])=[CH:5][CH:6]=2)=[CH:10][C:7]2[CH:8]=[CH:9][C:4]([N+:1]([O-:3])=[O:2])=[CH:5][CH:6]=2)[CH:17]=[CH:16][CH:15]=[CH:14][CH:13]=1. The catalyst class is: 16.